This data is from Reaction yield outcomes from USPTO patents with 853,638 reactions. The task is: Predict the reaction yield, written as a fraction of the theoretical maximum amount of product (1.0 means a 100% yield; for example, 0.34 means a 34% yield). (1) The catalyst is C(COC)OC.O.CCOC(C)=O. The yield is 0.610. The product is [N+:13]([C:9]1[CH:10]=[CH:11][CH:12]=[C:7]([CH:20]=[C:21]([CH3:26])[CH3:22])[C:8]=1[C:16]#[N:17])([O-:15])=[O:14]. The reactants are FC(F)(F)S(O[C:7]1[CH:12]=[CH:11][CH:10]=[C:9]([N+:13]([O-:15])=[O:14])[C:8]=1[C:16]#[N:17])(=O)=O.[CH3:20][C:21]([CH3:26])=[CH:22]B(O)O.C(=O)([O-])[O-].[Na+].[Na+]. (2) The reactants are [CH:1]([C:3]1[CH:8]=[CH:7][CH:6]=[CH:5][C:4]=1B(O)O)=[O:2].Br[C:13]1[O:14][CH:15]=[CH:16][CH:17]=1.C(=O)([O-])[O-].[Na+].[Na+]. The catalyst is Cl[Pd](Cl)([P](C1C=CC=CC=1)(C1C=CC=CC=1)C1C=CC=CC=1)[P](C1C=CC=CC=1)(C1C=CC=CC=1)C1C=CC=CC=1.C(#N)C. The product is [O:14]1[CH:15]=[CH:16][CH:17]=[C:13]1[C:4]1[CH:5]=[CH:6][CH:7]=[CH:8][C:3]=1[CH:1]=[O:2]. The yield is 0.340. (3) The reactants are Cl[C:2]1[C:3](=[O:16])[NH:4][C:5]2[C:10]([N:11]=1)=[CH:9][C:8]([C:12]([O:14][CH3:15])=[O:13])=[CH:7][CH:6]=2.[CH3:17][CH:18]1[CH2:23][CH2:22][CH2:21][CH2:20][NH:19]1.CCN(C(C)C)C(C)C. The catalyst is CS(C)=O. The product is [CH3:17][CH:18]1[CH2:23][CH2:22][CH2:21][CH2:20][N:19]1[C:2]1[C:3](=[O:16])[NH:4][C:5]2[C:10]([N:11]=1)=[CH:9][C:8]([C:12]([O:14][CH3:15])=[O:13])=[CH:7][CH:6]=2. The yield is 0.690. (4) The reactants are [CH2:1]([N:3]1[CH2:8][CH2:7][N:6]([C:9]2[CH:14]=[CH:13][C:12]([NH:15][C:16]3[N:21]=[CH:20][C:19](/[CH:22]=[CH:23]/B4OC(C)(C)C(C)(C)O4)=[CH:18][N:17]=3)=[CH:11][CH:10]=2)[CH2:5][CH2:4]1)[CH3:2].Br[C:34]1[CH:35]=[C:36]([CH:41]=[C:42]([O:44][CH3:45])[CH:43]=1)[C:37]([O:39][CH3:40])=[O:38].C(Cl)Cl.C([O-])([O-])=O.[Na+].[Na+]. The catalyst is O1CCOCC1.O.C1C=CC(P(C2C=CC=CC=2)[C-]2C=CC=C2)=CC=1.C1C=CC(P(C2C=CC=CC=2)[C-]2C=CC=C2)=CC=1.Cl[Pd]Cl.[Fe+2]. The product is [CH2:1]([N:3]1[CH2:8][CH2:7][N:6]([C:9]2[CH:10]=[CH:11][C:12]([NH:15][C:16]3[N:21]=[CH:20][C:19](/[CH:22]=[CH:23]/[C:34]4[CH:35]=[C:36]([CH:41]=[C:42]([O:44][CH3:45])[CH:43]=4)[C:37]([O:39][CH3:40])=[O:38])=[CH:18][N:17]=3)=[CH:13][CH:14]=2)[CH2:5][CH2:4]1)[CH3:2]. The yield is 0.541.